Dataset: Reaction yield outcomes from USPTO patents with 853,638 reactions. Task: Predict the reaction yield, written as a fraction of the theoretical maximum amount of product (1.0 means a 100% yield; for example, 0.34 means a 34% yield). (1) The reactants are [Cl:1][C:2]1[CH:7]=[CH:6][C:5]([S:8]([CH2:11][C:12]2[CH:17]=[C:16]([F:18])[CH:15]=[CH:14][C:13]=2[F:19])(=[O:10])=[O:9])=[CH:4][CH:3]=1.[N:20]1[CH:25]=[CH:24][C:23]([CH2:26]O)=[CH:22][CH:21]=1.C(C=P(CCCC)(CCCC)CCCC)#N.CCCCCC. The catalyst is C1(C)C=CC=CC=1.C(OCC)(=O)C. The product is [Cl:1][C:2]1[CH:7]=[CH:6][C:5]([S:8]([CH:11]([C:12]2[CH:17]=[C:16]([F:18])[CH:15]=[CH:14][C:13]=2[F:19])[CH2:26][C:23]2[CH:24]=[CH:25][N:20]=[CH:21][CH:22]=2)(=[O:10])=[O:9])=[CH:4][CH:3]=1. The yield is 0.310. (2) The reactants are [CH2:1]1[NH:6][CH2:5][CH2:4][N:3]2[C:7]3[CH:13]=[CH:12][C:11]([C:14]([O:16][CH2:17][CH3:18])=[O:15])=[CH:10][C:8]=3[N:9]=[C:2]12.[C:19](O)(=O)C.C=O.C([BH3-])#N.[Na+]. The catalyst is CO. The product is [CH3:19][N:6]1[CH2:5][CH2:4][N:3]2[C:7]3[CH:13]=[CH:12][C:11]([C:14]([O:16][CH2:17][CH3:18])=[O:15])=[CH:10][C:8]=3[N:9]=[C:2]2[CH2:1]1. The yield is 0.920. (3) The reactants are [CH2:1]([N:3]1[C:8](=[O:9])[CH2:7][O:6][C:5]2[N:10]=[C:11]([C:20]3[CH:25]=[CH:24][C:23]([C:26]4([NH:30]C(=O)OC(C)(C)C)[CH2:29][CH2:28][CH2:27]4)=[CH:22][CH:21]=3)[C:12]([C:14]3[CH:19]=[CH:18][CH:17]=[CH:16][CH:15]=3)=[CH:13][C:4]1=2)[CH3:2]. The catalyst is C(O)(C(F)(F)F)=O. The product is [NH2:30][C:26]1([C:23]2[CH:22]=[CH:21][C:20]([C:11]3[C:12]([C:14]4[CH:15]=[CH:16][CH:17]=[CH:18][CH:19]=4)=[CH:13][C:4]4[N:3]([CH2:1][CH3:2])[C:8](=[O:9])[CH2:7][O:6][C:5]=4[N:10]=3)=[CH:25][CH:24]=2)[CH2:27][CH2:28][CH2:29]1. The yield is 0.830.